Dataset: Catalyst prediction with 721,799 reactions and 888 catalyst types from USPTO. Task: Predict which catalyst facilitates the given reaction. (1) Reactant: Cl[C:2]1[N:7]=[C:6]([O:8][C:9]2[CH:10]=[C:11]3[C:15](=[CH:16][CH:17]=2)[N:14]([C:18]([O:20][C:21]([CH3:24])([CH3:23])[CH3:22])=[O:19])[CH:13]=[CH:12]3)[CH:5]=[CH:4][N:3]=1.C(=O)([O-])[O-].[Cs+].[Cs+].CC1(C)C2C=CC=C(P(C3C=CC=CC=3)C3C=CC=CC=3)C=2OC2C1=CC=CC=2P(C1C=CC=CC=1)C1C=CC=CC=1.[N+:73]([C:76]1[CH:77]=[C:78]([CH:80]=[CH:81][CH:82]=1)[NH2:79])([O-:75])=[O:74]. Product: [N+:73]([C:76]1[CH:77]=[C:78]([NH:79][C:2]2[N:7]=[C:6]([O:8][C:9]3[CH:10]=[C:11]4[C:15](=[CH:16][CH:17]=3)[N:14]([C:18]([O:20][C:21]([CH3:24])([CH3:23])[CH3:22])=[O:19])[CH:13]=[CH:12]4)[CH:5]=[CH:4][N:3]=2)[CH:80]=[CH:81][CH:82]=1)([O-:75])=[O:74]. The catalyst class is: 102. (2) Reactant: [Cl:1][C:2]1[CH:3]=[C:4]([CH:9]([NH:20][C:21]([N:23]2[CH2:32][CH2:31][C:30]3[CH:29]=[N:28][C:27]([NH:33][CH:34]([CH3:36])[CH3:35])=[N:26][C:25]=3[CH2:24]2)=[O:22])[CH2:10][CH2:11][NH:12][C:13](=O)OC(C)(C)C)[CH:5]=[CH:6][C:7]=1[Cl:8]. Product: [Cl:1][C:2]1[CH:3]=[C:4]([CH:9]([NH:20][C:21]([N:23]2[CH2:32][CH2:31][C:30]3[CH:29]=[N:28][C:27]([NH:33][CH:34]([CH3:36])[CH3:35])=[N:26][C:25]=3[CH2:24]2)=[O:22])[CH2:10][CH2:11][NH:12][CH3:13])[CH:5]=[CH:6][C:7]=1[Cl:8]. The catalyst class is: 1. (3) Reactant: [CH3:1][O:2][C:3]1[CH:8]=[CH:7][C:6]([CH2:9][C:10]#[N:11])=[CH:5][CH:4]=1.[H-].[Na+].Cl[CH2:15][CH2:16][O:17][CH2:18][CH2:19]Cl. Product: [CH3:1][O:2][C:3]1[CH:8]=[CH:7][C:6]([C:9]2([C:10]#[N:11])[CH2:19][CH2:18][O:17][CH2:16][CH2:15]2)=[CH:5][CH:4]=1. The catalyst class is: 3. (4) Reactant: ClC(OC(Cl)C)=O.C([N:15]1[CH2:20][CH:19]=[C:18]([C:21]2[CH:26]=[CH:25][CH:24]=[CH:23][CH:22]=2)[CH:17]([CH3:27])[CH2:16]1)C1C=CC=CC=1.C(N(CC)C(C)C)(C)C. Product: [CH3:27][CH:17]1[C:18]([C:21]2[CH:26]=[CH:25][CH:24]=[CH:23][CH:22]=2)=[CH:19][CH2:20][NH:15][CH2:16]1. The catalyst class is: 4. (5) Reactant: C(Cl)(=O)C(Cl)=O.[Cl:7][C:8]1[CH:17]=[CH:16][C:15]2[N:14]=[C:13]([CH3:18])[CH:12]=[CH:11][C:10]=2[C:9]=1[C:19]([OH:21])=O.[C:22]12([CH2:32][NH2:33])[CH2:31][CH:26]3[CH2:27][CH:28]([CH2:30][CH:24]([CH2:25]3)[CH2:23]1)[CH2:29]2.C(N(CC)CC)C. Product: [C:22]12([CH2:32][NH:33][C:19]([C:9]3[C:10]4[CH:11]=[CH:12][C:13]([CH3:18])=[N:14][C:15]=4[CH:16]=[CH:17][C:8]=3[Cl:7])=[O:21])[CH2:29][CH:28]3[CH2:27][CH:26]([CH2:25][CH:24]([CH2:30]3)[CH2:23]1)[CH2:31]2. The catalyst class is: 204.